Task: Predict which catalyst facilitates the given reaction.. Dataset: Catalyst prediction with 721,799 reactions and 888 catalyst types from USPTO (1) Reactant: [CH3:1][C:2]1[CH:3]=[C:4]([OH:11])[C:5](=[CH:9][CH:10]=1)[C:6]([OH:8])=[O:7].C(OC(C(F)(F)F)=O)(C(F)(F)F)=O.[CH3:25][C:26]([CH3:28])=O. Product: [CH3:25][C:26]1([CH3:28])[O:11][C:4]2[CH:3]=[C:2]([CH3:1])[CH:10]=[CH:9][C:5]=2[C:6](=[O:8])[O:7]1. The catalyst class is: 67. (2) The catalyst class is: 24. Reactant: [CH3:1][C:2]1[CH:19]=[CH:18][CH:17]=[C:16]([CH3:20])[C:3]=1[O:4][C:5]1[CH:15]=[CH:14][C:8]([C:9]([O:11]CC)=[O:10])=[CH:7][CH:6]=1.[OH-].[Na+].Cl. Product: [CH3:1][C:2]1[CH:19]=[CH:18][CH:17]=[C:16]([CH3:20])[C:3]=1[O:4][C:5]1[CH:15]=[CH:14][C:8]([C:9]([OH:11])=[O:10])=[CH:7][CH:6]=1. (3) Reactant: [Br:1][C:2]1[CH:7]=[CH:6][C:5]([C:8]([C:10]2[CH:15]=[CH:14][CH:13]=[CH:12][CH:11]=2)=[O:9])=[CH:4][C:3]=1[CH3:16].[CH3:17][Mg]Br. Product: [Br:1][C:2]1[CH:7]=[CH:6][C:5]([C:8]([C:10]2[CH:11]=[CH:12][CH:13]=[CH:14][CH:15]=2)([OH:9])[CH3:17])=[CH:4][C:3]=1[CH3:16]. The catalyst class is: 1. (4) Reactant: [F:1][C:2]1[CH:3]=[C:4]([NH:9][C:10]([C:12]2[CH:13]=[C:14]([S:19](Cl)(=[O:21])=[O:20])[CH:15]=[CH:16][C:17]=2[F:18])=[O:11])[CH:5]=[CH:6][C:7]=1[F:8].CCN(CC)CC.[C:30]([NH2:35])([CH2:33][CH3:34])([CH3:32])[CH3:31]. Product: [F:1][C:2]1[CH:3]=[C:4]([NH:9][C:10](=[O:11])[C:12]2[CH:13]=[C:14]([S:19](=[O:21])(=[O:20])[NH:35][C:30]([CH2:33][CH3:34])([CH3:32])[CH3:31])[CH:15]=[CH:16][C:17]=2[F:18])[CH:5]=[CH:6][C:7]=1[F:8]. The catalyst class is: 2. (5) Reactant: [C:1]([C:4]1[CH:9]=[CH:8][C:7]([C:10]2[N:15]=[C:14]([C:16]3[NH:25][C:24](=[O:26])[C:23]4[C:18](=[CH:19][C:20]([O:29][CH3:30])=[CH:21][C:22]=4[O:27][CH3:28])[N:17]=3)[CH:13]=[CH:12][C:11]=2[O:31][CH2:32][CH2:33][OH:34])=[CH:6][CH:5]=1)(=[O:3])[CH3:2].[ClH:35].C(OCC)C. Product: [ClH:35].[C:1]([C:4]1[CH:5]=[CH:6][C:7]([C:10]2[N:15]=[C:14]([C:16]3[NH:25][C:24](=[O:26])[C:23]4[C:18](=[CH:19][C:20]([O:29][CH3:30])=[CH:21][C:22]=4[O:27][CH3:28])[N:17]=3)[CH:13]=[CH:12][C:11]=2[O:31][CH2:32][CH2:33][OH:34])=[CH:8][CH:9]=1)(=[O:3])[CH3:2]. The catalyst class is: 98. (6) Reactant: [C:1]([O:5][C:6]([NH:8][C:9]1[O:17][C:16]2[C:11](=[N:12][CH:13]=[C:14]([C:18]([F:21])([F:20])[F:19])[CH:15]=2)[C:10]=1[C:22](O)=[O:23])=[O:7])([CH3:4])([CH3:3])[CH3:2].CN(C(ON1N=NC2C=CC=NC1=2)=[N+](C)C)C.F[P-](F)(F)(F)(F)F.CCN(C(C)C)C(C)C.[NH2:58][C:59]1[CH:60]=[N:61][CH:62]=[CH:63][C:64]=1[N:65]1[CH2:70][C@H:69]([CH3:71])[C@@H:68]([O:72][Si:73]([C:76]([CH3:79])([CH3:78])[CH3:77])([CH3:75])[CH3:74])[C@H:67]([NH:80][C:81](=[O:87])[O:82][C:83]([CH3:86])([CH3:85])[CH3:84])[CH2:66]1. Product: [C:83]([O:82][C:81]([NH:80][C@H:67]1[C@H:68]([O:72][Si:73]([C:76]([CH3:79])([CH3:78])[CH3:77])([CH3:75])[CH3:74])[C@@H:69]([CH3:71])[CH2:70][N:65]([C:64]2[CH:63]=[CH:62][N:61]=[CH:60][C:59]=2[NH:58][C:22]([C:10]2[C:11]3=[N:12][CH:13]=[C:14]([C:18]([F:19])([F:21])[F:20])[CH:15]=[C:16]3[O:17][C:9]=2[NH:8][C:6](=[O:7])[O:5][C:1]([CH3:3])([CH3:2])[CH3:4])=[O:23])[CH2:66]1)=[O:87])([CH3:84])([CH3:85])[CH3:86]. The catalyst class is: 26. (7) Reactant: Cl.[CH3:2][C:3]1[CH:4]=[C:5]([CH:8]=[CH:9][C:10]=1[NH:11][S:12]([CH3:15])(=[O:14])=[O:13])[CH2:6][NH2:7].[C:16]([C:20]1[CH:25]=[CH:24][C:23]([CH:26]=[CH:27][C:28](O)=[O:29])=[CH:22][CH:21]=1)([CH3:19])([CH3:18])[CH3:17].C[N+]1(C2N=C(OC)N=C(OC)N=2)CCOCC1.[Cl-]. Product: [C:16]([C:20]1[CH:21]=[CH:22][C:23]([CH:26]=[CH:27][C:28]([NH:7][CH2:6][C:5]2[CH:8]=[CH:9][C:10]([NH:11][S:12]([CH3:15])(=[O:14])=[O:13])=[C:3]([CH3:2])[CH:4]=2)=[O:29])=[CH:24][CH:25]=1)([CH3:19])([CH3:17])[CH3:18]. The catalyst class is: 7.